This data is from Full USPTO retrosynthesis dataset with 1.9M reactions from patents (1976-2016). The task is: Predict the reactants needed to synthesize the given product. (1) Given the product [C:22]1([CH:28]=[N+:29]([CH3:31])[O-:30])[CH:27]=[CH:26][CH:25]=[CH:24][CH:23]=1.[Cl:17][C:8]1[C:7]2[N:6]=[C:5]([CH2:18][O:19][CH2:20][CH3:21])[N:4]([CH2:1][CH:2]3[O:30][N:29]([CH3:31])[CH:28]([C:22]4[CH:27]=[CH:26][CH:25]=[CH:24][CH:23]=4)[CH2:3]3)[C:16]=2[C:15]2[CH:14]=[CH:13][CH:12]=[CH:11][C:10]=2[N:9]=1, predict the reactants needed to synthesize it. The reactants are: [CH2:1]([N:4]1[C:16]2[C:15]3[CH:14]=[CH:13][CH:12]=[CH:11][C:10]=3[N:9]=[C:8]([Cl:17])[C:7]=2[N:6]=[C:5]1[CH2:18][O:19][CH2:20][CH3:21])[CH:2]=[CH2:3].[C:22]1([CH:28]=[N+:29]([CH3:31])[O-:30])[CH:27]=[CH:26][CH:25]=[CH:24][CH:23]=1. (2) Given the product [CH3:49][C:43]1([C@H:8]2[C:7](=[O:50])[N:6]3[CH2:40][C@@H:38]([CH2:39][C@H:5]3[C:3]([OH:4])=[O:2])[O:37][C:20]3=[N:21][C:22]4[CH:23]=[CH:24][CH:25]=[CH:26][C:27]=4[C:28]([O:29][CH:30]4[CH2:35][CH2:34][N:33]([CH3:36])[CH2:32][CH2:31]4)=[C:19]3[CH2:18][CH2:17][CH2:16][CH2:15][CH2:14][C@@H:13]3[CH2:41][C@H:12]3[O:11][C:10](=[O:42])[NH:9]2)[CH2:48][CH2:47][CH2:46][CH2:45][CH2:44]1, predict the reactants needed to synthesize it. The reactants are: C[O:2][C:3]([C@@H:5]1[CH2:39][C@@H:38]2[CH2:40][N:6]1[C:7](=[O:50])[C@H:8]([C:43]1([CH3:49])[CH2:48][CH2:47][CH2:46][CH2:45][CH2:44]1)[NH:9][C:10](=[O:42])[O:11][C@@H:12]1[CH2:41][C@H:13]1[CH2:14][CH2:15][CH2:16][CH2:17][CH2:18][C:19]1[C:20]([O:37]2)=[N:21][C:22]2[CH:23]=[CH:24][CH:25]=[CH:26][C:27]=2[C:28]=1[O:29][CH:30]1[CH2:35][CH2:34][N:33]([CH3:36])[CH2:32][CH2:31]1)=[O:4].O.[OH-].[Li+].CO.C(O)(=O)C. (3) Given the product [CH3:15][C:12]1[CH:13]=[CH:14][C:9]([NH:8][C:6](=[O:7])[C:5]2[CH:30]=[C:31]([C:33]([F:36])([F:34])[F:35])[CH:32]=[C:3]([CH2:1][NH:38][CH3:37])[CH:4]=2)=[CH:10][C:11]=1[C:16]1[CH:21]=[C:20]([N:22]2[CH2:27][CH2:26][O:25][CH2:24][CH2:23]2)[C:19](=[O:28])[N:18]([CH3:29])[CH:17]=1.[OH:2][CH2:1][C:3]1[CH:4]=[C:5]([CH:30]=[C:31]([C:33]([F:34])([F:36])[F:35])[CH:32]=1)[C:6]([NH:8][C:9]1[CH:14]=[CH:13][C:12]([CH3:15])=[C:11]([C:16]2[CH:21]=[C:20]([N:22]3[CH2:23][CH2:24][O:25][CH2:26][CH2:27]3)[C:19](=[O:28])[N:18]([CH3:29])[CH:17]=2)[CH:10]=1)=[O:7], predict the reactants needed to synthesize it. The reactants are: [CH:1]([C:3]1[CH:4]=[C:5]([CH:30]=[C:31]([C:33]([F:36])([F:35])[F:34])[CH:32]=1)[C:6]([NH:8][C:9]1[CH:14]=[CH:13][C:12]([CH3:15])=[C:11]([C:16]2[CH:21]=[C:20]([N:22]3[CH2:27][CH2:26][O:25][CH2:24][CH2:23]3)[C:19](=[O:28])[N:18]([CH3:29])[CH:17]=2)[CH:10]=1)=[O:7])=[O:2].[CH3:37][NH2:38].C(O)(C(F)(F)F)=O. (4) Given the product [C:1]([O:5][C:6](=[O:20])[NH:7][C:8]1[CH:13]=[CH:12][C:11]([O:14][C:15]([F:18])([F:17])[F:16])=[CH:10][C:9]=1[NH:19][C:26](=[O:25])[CH2:27][C:28](=[O:41])[C:29]1[CH:34]=[CH:33][CH:32]=[C:31]([C:35]2[CH:40]=[CH:39][CH:38]=[CH:37][N:36]=2)[CH:30]=1)([CH3:4])([CH3:2])[CH3:3], predict the reactants needed to synthesize it. The reactants are: [C:1]([O:5][C:6](=[O:20])[NH:7][C:8]1[CH:13]=[CH:12][C:11]([O:14][C:15]([F:18])([F:17])[F:16])=[CH:10][C:9]=1[NH2:19])([CH3:4])([CH3:3])[CH3:2].C([O:25][C:26](=O)[CH2:27][C:28](=[O:41])[C:29]1[CH:34]=[CH:33][CH:32]=[C:31]([C:35]2[CH:40]=[CH:39][CH:38]=[CH:37][N:36]=2)[CH:30]=1)(C)(C)C. (5) Given the product [CH:28]([N:31]1[CH2:36][CH2:35][N:34]([CH2:2][C:3]([NH:5][C:6]2[CH:27]=[CH:26][C:9]3[N:10]=[C:11]([NH:14][CH:15]4[C:19]5[C:20]([O:24][CH3:25])=[CH:21][CH:22]=[CH:23][C:18]=5[O:17][CH2:16]4)[O:12][CH2:13][C:8]=3[CH:7]=2)=[O:4])[CH2:33][CH2:32]1)([CH3:30])[CH3:29], predict the reactants needed to synthesize it. The reactants are: Cl[CH2:2][C:3]([NH:5][C:6]1[CH:27]=[CH:26][C:9]2[N:10]=[C:11]([NH:14][CH:15]3[C:19]4[C:20]([O:24][CH3:25])=[CH:21][CH:22]=[CH:23][C:18]=4[O:17][CH2:16]3)[O:12][CH2:13][C:8]=2[CH:7]=1)=[O:4].[CH:28]([N:31]1[CH2:36][CH2:35][NH:34][CH2:33][CH2:32]1)([CH3:30])[CH3:29]. (6) Given the product [CH:1]1([C:4]([N:6]2[CH2:7][CH2:8][N:9]([C:12]([C:14]3[CH:15]=[CH:16][C:17]([CH:20]4[C:29]5=[N:49][NH:50][C:31](=[O:32])[C:27]6[CH:26]=[CH:25][CH:24]=[C:23]([C:28]=65)[NH:22][CH:21]4[C:35]4[CH:40]=[CH:39][C:38]([CH:41]([O:42][CH2:43][CH3:44])[O:45][CH2:46][CH3:47])=[CH:37][CH:36]=4)=[CH:18][CH:19]=3)=[O:13])[CH2:10][CH2:11]2)=[O:48])[CH2:2][CH2:3]1, predict the reactants needed to synthesize it. The reactants are: [CH:1]1([C:4]([N:6]2[CH2:11][CH2:10][N:9]([C:12]([C:14]3[CH:19]=[CH:18][C:17]([CH:20]4[C:29](=O)[C:28]5[C:27]([C:31](OC)=[O:32])=[CH:26][CH:25]=[CH:24][C:23]=5[NH:22][CH:21]4[C:35]4[CH:40]=[CH:39][C:38]([CH:41]([O:45][CH2:46][CH3:47])[O:42][CH2:43][CH3:44])=[CH:37][CH:36]=4)=[CH:16][CH:15]=3)=[O:13])[CH2:8][CH2:7]2)=O)[CH2:3][CH2:2]1.[OH2:48].[NH2:49][NH2:50].